This data is from Full USPTO retrosynthesis dataset with 1.9M reactions from patents (1976-2016). The task is: Predict the reactants needed to synthesize the given product. The reactants are: [N:1]1[CH:6]=[CH:5][CH:4]=[CH:3][C:2]=1[CH:7]=O.[N+](C1C=CC=CC=1)([O-])=O.[CH3:18][O:19][C:20]1[CH:41]=[CH:40][CH:39]=[CH:38][C:21]=1[O:22][C:23]1[CH:28]=[C:27]([O:29][C:30]2[CH:31]=[N:32][CH:33]=[CH:34][CH:35]=2)[CH:26]=[C:25]([NH2:36])[C:24]=1[NH2:37]. Given the product [CH3:18][O:19][C:20]1[CH:41]=[CH:40][CH:39]=[CH:38][C:21]=1[O:22][C:23]1[C:24]2[N:37]=[C:7]([C:2]3[CH:3]=[CH:4][CH:5]=[CH:6][N:1]=3)[NH:36][C:25]=2[CH:26]=[C:27]([O:29][C:30]2[CH:31]=[N:32][CH:33]=[CH:34][CH:35]=2)[CH:28]=1, predict the reactants needed to synthesize it.